From a dataset of Reaction yield outcomes from USPTO patents with 853,638 reactions. Predict the reaction yield, written as a fraction of the theoretical maximum amount of product (1.0 means a 100% yield; for example, 0.34 means a 34% yield). (1) The reactants are C(O[BH-](OC(=O)C)OC(=O)C)(=O)C.[Na+].[CH3:15][NH:16][C:17]([C:19]1[CH:24]=[N:23][C:22]([O:25][CH2:26][C:27]2[CH:37]=[CH:36][C:30]3[CH2:31][CH2:32][NH:33][CH2:34][CH2:35][C:29]=3[CH:28]=2)=[CH:21][N:20]=1)=[O:18].[C:38]1(=O)[CH2:41][CH2:40][CH2:39]1.C(O)(=O)C. The catalyst is ClCCl.CO. The product is [CH:38]1([N:33]2[CH2:32][CH2:31][C:30]3[CH:36]=[CH:37][C:27]([CH2:26][O:25][C:22]4[N:23]=[CH:24][C:19]([C:17]([NH:16][CH3:15])=[O:18])=[N:20][CH:21]=4)=[CH:28][C:29]=3[CH2:35][CH2:34]2)[CH2:41][CH2:40][CH2:39]1. The yield is 0.640. (2) The reactants are [CH3:1][O:2][C:3]1[CH:4]=[CH:5][C:6]([C:20]([C:22]2[CH:23]=[N:24][C:25]([O:28][CH2:29][CH2:30][C:31]3[CH:36]=[CH:35][CH:34]=[CH:33][CH:32]=3)=[CH:26][CH:27]=2)=[O:21])=[C:7]([CH:19]=1)[O:8][C:9]([CH3:18])([CH3:17])[C:10]([O:12]C(C)(C)C)=[O:11]. The catalyst is FC(F)(F)C(O)=O. The product is [CH3:1][O:2][C:3]1[CH:4]=[CH:5][C:6]([C:20]([C:22]2[CH:23]=[N:24][C:25]([O:28][CH2:29][CH2:30][C:31]3[CH:36]=[CH:35][CH:34]=[CH:33][CH:32]=3)=[CH:26][CH:27]=2)=[O:21])=[C:7]([CH:19]=1)[O:8][C:9]([CH3:18])([CH3:17])[C:10]([OH:12])=[O:11]. The yield is 0.950. (3) The reactants are [C:1]([C:5]1[CH:10]=[C:9]([C:11]#[CH:12])[CH:8]=[C:7]([C:13]([CH3:16])([CH3:15])[CH3:14])[C:6]=1[O:17][CH3:18])([CH3:4])([CH3:3])[CH3:2].C(O[C:23]1[CH:28]=[CH:27][C:26](I)=[C:25]([CH3:30])[C:24]=1[F:31])(=O)C.C(N(CC)CC)C.O1CCCC1.[C:44]([O:47][CH2:48]C)(=[O:46])C. The catalyst is CCCCCC.[Cu]I.Cl[Pd](Cl)([P](C1C=CC=CC=1)(C1C=CC=CC=1)C1C=CC=CC=1)[P](C1C=CC=CC=1)(C1C=CC=CC=1)C1C=CC=CC=1. The product is [CH3:48][O:47][C:44](=[O:46])[CH2:30][C:25]1[CH:26]=[CH:27][C:28]([C:12]#[C:11][C:9]2[CH:10]=[C:5]([C:1]([CH3:4])([CH3:2])[CH3:3])[C:6]([O:17][CH3:18])=[C:7]([C:13]([CH3:16])([CH3:15])[CH3:14])[CH:8]=2)=[CH:23][C:24]=1[F:31]. The yield is 0.890. (4) The reactants are Cl.[NH2:2][C@@H:3]1[CH2:8][CH2:7][C@H:6]([N:9]2[C:14](=[O:15])[C:13]3[CH:16]=[C:17]([F:20])[CH:18]=[N:19][C:12]=3[N:11]([CH:21]3[CH2:26][CH2:25][S:24][CH2:23][CH2:22]3)[C:10]2=[O:27])[CH2:5][CH2:4]1.[N:28]1[C:29]([C:37](O)=[O:38])=[CH:30][N:31]2[CH:36]=[CH:35][CH:34]=[CH:33][C:32]=12.CN(C(ON1N=NC2C=CC=NC1=2)=[N+](C)C)C.F[P-](F)(F)(F)(F)F.CCN(C(C)C)C(C)C. The catalyst is CN1C(=O)CCC1.C(OCC)(=O)C. The product is [F:20][C:17]1[CH:18]=[N:19][C:12]2[N:11]([CH:21]3[CH2:22][CH2:23][S:24][CH2:25][CH2:26]3)[C:10](=[O:27])[N:9]([C@@H:6]3[CH2:7][CH2:8][C@H:3]([NH:2][C:37]([C:29]4[N:28]=[C:32]5[CH:33]=[CH:34][CH:35]=[CH:36][N:31]5[CH:30]=4)=[O:38])[CH2:4][CH2:5]3)[C:14](=[O:15])[C:13]=2[CH:16]=1. The yield is 0.960. (5) No catalyst specified. The yield is 0.510. The reactants are C(N1[CH2:13][C@@H:12]([O:14][C:15]([CH3:18])([CH3:17])[CH3:16])[CH2:11][C@H](C(OC)=O)[C@H]1C(OCC1C=CC=CC=1)=O)C1C=CC=CC=1.[CH3:33]C(=C)C.C(N1C[C@@H](O)C[C@H](C(OC)=O)[C@H]1C(OCC1C=CC=CC=1)=O)C1C=CC=CC=1.S(=O)(=O)(O)O. The product is [C:15]([O:14][C:12]([CH3:11])([CH3:13])[CH3:33])([CH3:16])([CH3:17])[CH3:18]. (6) The reactants are [NH2:1][C:2]1[C:3]([CH3:11])=[C:4]([CH2:9][OH:10])[CH:5]=[CH:6][C:7]=1[CH3:8].[C:12](=[O:15])([O-])O.[Na+].ICl.[I-:19].[C:20](OC(=O)C)(=[O:22])[CH3:21].[CH3:27]N(C1C=CC=CN=1)C. The catalyst is CO.ClCCl. The product is [C:20]([NH:1][C:2]1[C:3]([CH3:11])=[C:4]([C:5]([I:19])=[CH:6][C:7]=1[CH3:8])[CH2:9][O:10][C:12](=[O:15])[CH3:27])(=[O:22])[CH3:21]. The yield is 0.950. (7) The reactants are [N:1]1([C:6]([O:8][C:9]2[CH:14]=[CH:13][C:12]([CH2:15][C@H:16]([NH:24][C:25]3[C:30]([NH:31][S:32]([CH3:35])(=[O:34])=[O:33])=[CH:29][N:28]=[C:27]([N:36]([CH2:39][CH3:40])[CH2:37][CH3:38])[N:26]=3)[C:17]([O:19][C:20]([CH3:23])([CH3:22])[CH3:21])=[O:18])=[CH:11][CH:10]=2)=[O:7])[CH2:5][CH2:4][CH2:3][CH2:2]1.C([O-])([O-])=O.[K+].[K+].[CH2:47](Cl)[C:48]#[CH:49]. The catalyst is CC(C)=O. The product is [N:1]1([C:6]([O:8][C:9]2[CH:14]=[CH:13][C:12]([CH2:15][C@H:16]([NH:24][C:25]3[C:30]([N:31]([CH2:49][C:48]#[CH:47])[S:32]([CH3:35])(=[O:34])=[O:33])=[CH:29][N:28]=[C:27]([N:36]([CH2:37][CH3:38])[CH2:39][CH3:40])[N:26]=3)[C:17]([O:19][C:20]([CH3:23])([CH3:22])[CH3:21])=[O:18])=[CH:11][CH:10]=2)=[O:7])[CH2:2][CH2:3][CH2:4][CH2:5]1. The yield is 0.510. (8) The reactants are [OH:1][C:2]1[CH:11]=[CH:10][C:5]([C:6]([NH:8][NH2:9])=[O:7])=[CH:4][CH:3]=1.[CH3:12][C:13]1[S:17][C:16]([CH:18]=O)=[CH:15][CH:14]=1. The catalyst is C(O)(=O)C.CCO. The product is [CH3:18][C:16]1[S:17][C:13]([CH:12]=[N:9][NH:8][C:6](=[O:7])[C:5]2[CH:10]=[CH:11][C:2]([OH:1])=[CH:3][CH:4]=2)=[CH:14][CH:15]=1. The yield is 0.570.